Dataset: Reaction yield outcomes from USPTO patents with 853,638 reactions. Task: Predict the reaction yield, written as a fraction of the theoretical maximum amount of product (1.0 means a 100% yield; for example, 0.34 means a 34% yield). The reactants are Cl.[CH3:2][O:3][C:4]1[CH:12]=[CH:11][C:10]2[N:9]([CH3:13])[C:8]3[C:14]4([CH2:20][CH2:21][C:7]=3[C:6]=2[CH:5]=1)[CH2:19][CH2:18][NH:17][CH2:16][CH2:15]4.C(N(CC)CC)C.[C:29](Cl)(=[O:36])[C:30]1[CH:35]=[CH:34][CH:33]=[CH:32][CH:31]=1. The catalyst is ClCCl. The product is [OH2:3].[C:29]([N:17]1[CH2:18][CH2:19][C:14]2([C:8]3[N:9]([CH3:13])[C:10]4[CH:11]=[CH:12][C:4]([O:3][CH3:2])=[CH:5][C:6]=4[C:7]=3[CH2:21][CH2:20]2)[CH2:15][CH2:16]1)(=[O:36])[C:30]1[CH:35]=[CH:34][CH:33]=[CH:32][CH:31]=1. The yield is 0.660.